From a dataset of Full USPTO retrosynthesis dataset with 1.9M reactions from patents (1976-2016). Predict the reactants needed to synthesize the given product. (1) Given the product [CH:36]([C:37]1[CH:2]=[N:7][C:8]2[C:13]([CH:38]=1)=[CH:12][CH:11]=[C:10]([NH:14][C:15](=[O:29])[C:16]1[CH:21]=[CH:20][C:19]([O:22][CH2:23][CH2:24][C:25]([F:26])([F:27])[F:28])=[CH:18][CH:17]=1)[C:9]=2[CH3:30])=[O:40], predict the reactants needed to synthesize it. The reactants are: N1CCOC[CH2:2]1.[NH2:7][C:8]1[C:9]([CH3:30])=[C:10]([NH:14][C:15](=[O:29])[C:16]2[CH:21]=[CH:20][C:19]([O:22][CH2:23][CH2:24][C:25]([F:28])([F:27])[F:26])=[CH:18][CH:17]=2)[CH:11]=[CH:12][CH:13]=1.C(O)(=O)C.O.[CH2:36]([OH:40])[CH2:37][CH2:38]C. (2) Given the product [OH:1][C:2]1[C:11]2[C:6](=[CH:7][CH:8]=[CH:9][CH:10]=2)[C:5]([N:15]([O:16][CH3:17])[C:45](=[O:47])[CH3:46])([CH2:12][CH2:13][CH3:14])[C:4](=[O:18])[C:3]=1[C:19]1[NH:24][C:23]2[CH:25]=[CH:26][C:27]([NH:29][S:30]([CH3:33])(=[O:32])=[O:31])=[CH:28][C:22]=2[S:21](=[O:35])(=[O:34])[N:20]=1, predict the reactants needed to synthesize it. The reactants are: [OH:1][C:2]1[C:11]2[C:6](=[CH:7][CH:8]=[CH:9][CH:10]=2)[C:5]([NH:15][O:16][CH3:17])([CH2:12][CH2:13][CH3:14])[C:4](=[O:18])[C:3]=1[C:19]1[NH:24][C:23]2[CH:25]=[CH:26][C:27]([NH:29][S:30]([CH3:33])(=[O:32])=[O:31])=[CH:28][C:22]=2[S:21](=[O:35])(=[O:34])[N:20]=1.C(N(CC)C(C)C)(C)C.[C:45](Cl)(=[O:47])[CH3:46]. (3) Given the product [O:1]=[C:2]1[CH:7]=[C:6]([CH2:8][NH:9][C:10](=[O:16])[O:11][C:12]([CH3:13])([CH3:15])[CH3:14])[CH:5]=[CH:4][N:3]1[C:19]1[CH:24]=[CH:23][CH:22]=[CH:21][CH:20]=1, predict the reactants needed to synthesize it. The reactants are: [O:1]=[C:2]1[CH:7]=[C:6]([CH2:8][NH:9][C:10](=[O:16])[O:11][C:12]([CH3:15])([CH3:14])[CH3:13])[CH:5]=[CH:4][NH:3]1.C[Sn](C)(C)[C:19]1[CH:24]=[CH:23][CH:22]=[CH:21][CH:20]=1.[F-].C([N+](CCCC)(CCCC)CCCC)CCC. (4) Given the product [Br:17][C:5]1[CH:4]=[N:3][C:16]2[C:7]([CH:6]=1)=[CH:8][CH:9]=[C:10]1[C:15]=2[N:14]=[CH:13][CH:12]=[CH:11]1, predict the reactants needed to synthesize it. The reactants are: O.Cl.[N:3]1[C:16]2[C:7](=[CH:8][CH:9]=[C:10]3[C:15]=2[N:14]=[CH:13][CH:12]=[CH:11]3)[CH:6]=[CH:5][CH:4]=1.[Br:17]Br.[N+](C1C=CC=CC=1)([O-])=O. (5) Given the product [C:18]([OH:20])(=[O:19])[CH3:17].[C:1]([N:4]1[C:13]2[CH:12]=[CH:11][C:10]([NH2:14])=[CH:9][C:8]=2[C:7]2[N:15]([C:23]3[CH:31]=[CH:30][C:26]4[O:27][CH2:28][O:29][C:25]=4[CH:24]=3)[N:16]=[C:17]([C:18]([NH2:32])=[O:20])[C:6]=2[CH2:5]1)(=[O:3])[CH3:2], predict the reactants needed to synthesize it. The reactants are: [C:1]([N:4]1[C:13]2[CH:12]=[CH:11][C:10]([NH2:14])=[CH:9][C:8]=2[C:7]2[N:15]([C:23]3[CH:31]=[CH:30][C:26]4[O:27][CH2:28][O:29][C:25]=4[CH:24]=3)[N:16]=[C:17]([C:18]([O:20]CC)=[O:19])[C:6]=2[CH2:5]1)(=[O:3])[CH3:2].[NH3:32]. (6) Given the product [Br:1][C:2]1[CH:3]=[N:4][CH:5]=[C:6]2[C:11]=1[N:10]=[C:9]([C:12]([NH:54][CH2:53][CH2:52][S:49]([CH3:48])(=[O:51])=[O:50])=[O:14])[CH:8]=[CH:7]2, predict the reactants needed to synthesize it. The reactants are: [Br:1][C:2]1[CH:3]=[N:4][CH:5]=[C:6]2[C:11]=1[N:10]=[C:9]([C:12]([OH:14])=O)[CH:8]=[CH:7]2.C(N(CC)C(C)C)(C)C.F[P-](F)(F)(F)(F)F.N1(OC(N(C)C)=[N+](C)C)C2N=CC=CC=2N=N1.[CH3:48][S:49]([CH2:52][CH2:53][NH2:54])(=[O:51])=[O:50]. (7) Given the product [F:1][C:2]1[CH:7]=[CH:6][C:5]([NH:8][CH2:9][CH2:10][C:11]([OH:19])=[O:16])=[C:4]([N+:13]([O-:15])=[O:14])[CH:3]=1, predict the reactants needed to synthesize it. The reactants are: [F:1][C:2]1[CH:7]=[CH:6][C:5]([NH:8][CH2:9][CH2:10][C:11]#N)=[C:4]([N+:13]([O-:15])=[O:14])[CH:3]=1.[OH-:16].[Na+].C[OH:19]. (8) Given the product [OH:31][NH:30][C:10](=[O:11])[CH:9]([NH:8][C:6](=[O:7])[O:5][C:1]([CH3:4])([CH3:3])[CH3:2])[CH2:13][S:14][CH2:15]/[CH:16]=[C:17](\[CH3:29])/[CH2:18][CH2:19]/[CH:20]=[C:21](\[CH3:28])/[CH2:22][CH2:23][CH:24]=[C:25]([CH3:27])[CH3:26], predict the reactants needed to synthesize it. The reactants are: [C:1]([O:5][C:6]([NH:8][CH:9]([CH2:13][S:14][CH2:15]/[CH:16]=[C:17](\[CH3:29])/[CH2:18][CH2:19]/[CH:20]=[C:21](\[CH3:28])/[CH2:22][CH2:23][CH:24]=[C:25]([CH3:27])[CH3:26])[C:10](O)=[O:11])=[O:7])([CH3:4])([CH3:3])[CH3:2].[NH2:30][OH:31]. (9) Given the product [CH2:1]([NH:10][C:11]1[CH:15]=[CH:14][S:13][C:12]=1[C:16]([NH:18][C:19]([CH3:23])([C:21]#[CH:22])[CH3:20])=[O:17])[CH:2]([CH3:4])[CH3:3], predict the reactants needed to synthesize it. The reactants are: [CH:1](=O)[CH:2]([CH3:4])[CH3:3].C(O)(=O)C.[NH2:10][C:11]1[CH:15]=[CH:14][S:13][C:12]=1[C:16]([NH:18][C:19]([CH3:23])([C:21]#[CH:22])[CH3:20])=[O:17].C(O[BH-](OC(=O)C)OC(=O)C)(=O)C.[Na+].